From a dataset of Reaction yield outcomes from USPTO patents with 853,638 reactions. Predict the reaction yield, written as a fraction of the theoretical maximum amount of product (1.0 means a 100% yield; for example, 0.34 means a 34% yield). (1) The reactants are [N:1]1([CH2:7][CH2:8][CH2:9][O:10][C:11]2[CH:16]=[CH:15][C:14]([NH2:17])=[CH:13][CH:12]=2)[CH2:6][CH2:5][CH2:4][CH2:3][CH2:2]1.[Cl:18][C:19]1[CH:20]=[C:21]2[C:25](=[CH:26][CH:27]=1)[NH:24][C:23](=[O:28])[C:22]2=[CH:29]O. No catalyst specified. The product is [Cl:18][C:19]1[CH:20]=[C:21]2[C:25](=[CH:26][CH:27]=1)[NH:24][C:23](=[O:28])[C:22]2=[CH:29][NH:17][C:14]1[CH:13]=[CH:12][C:11]([O:10][CH2:9][CH2:8][CH2:7][N:1]2[CH2:2][CH2:3][CH2:4][CH2:5][CH2:6]2)=[CH:16][CH:15]=1. The yield is 0.580. (2) The reactants are [CH:1]1([C:7]2[S:8][C:9]3[C:15]([O:16]C)=[CH:14][CH:13]=[C:12]([O:18]C)[C:10]=3[N:11]=2)[CH2:6][CH2:5][CH2:4][CH2:3][CH2:2]1.[Ce+4].[N+]([O-])([O-])=O.[NH4+]. The catalyst is C(#N)C.O. The product is [CH:1]1([C:7]2[S:8][C:9]3[C:15](=[O:16])[CH:14]=[CH:13][C:12](=[O:18])[C:10]=3[N:11]=2)[CH2:2][CH2:3][CH2:4][CH2:5][CH2:6]1. The yield is 0.880. (3) The reactants are Br[CH2:2][CH2:3][C:4]1[CH:9]=[CH:8][C:7]([F:10])=[CH:6][CH:5]=1.[NH:11]1[C:15](=[O:16])[CH2:14][CH2:13][C:12]1=[O:17].C(=O)([O-])[O-].[K+].[K+].[I-].[Na+]. The catalyst is CN(C)C=O. The product is [F:10][C:7]1[CH:8]=[CH:9][C:4]([CH2:3][CH2:2][N:11]2[C:15](=[O:16])[CH2:14][CH2:13][C:12]2=[O:17])=[CH:5][CH:6]=1. The yield is 0.700. (4) The reactants are [CH:1]1([N:4]2[C:9](=[O:10])[C:8]3[C:11]([OH:18])=[C:12]([CH3:17])[C:13](=[O:16])[N:14]([CH3:15])[C:7]=3[N:6]([C:19]3[CH:24]=[CH:23][C:22]([I:25])=[CH:21][C:20]=3[F:26])[C:5]2=[O:27])[CH2:3][CH2:2]1.N1C(C)=CC=CC=1C.[F:36][C:37]([F:50])([F:49])[S:38](O[S:38]([C:37]([F:50])([F:49])[F:36])(=[O:40])=[O:39])(=[O:40])=[O:39]. The catalyst is C(Cl)(Cl)Cl. The product is [CH:1]1([N:4]2[C:9](=[O:10])[C:8]3[C:11]([O:18][S:38]([C:37]([F:50])([F:49])[F:36])(=[O:40])=[O:39])=[C:12]([CH3:17])[C:13](=[O:16])[N:14]([CH3:15])[C:7]=3[N:6]([C:19]3[CH:24]=[CH:23][C:22]([I:25])=[CH:21][C:20]=3[F:26])[C:5]2=[O:27])[CH2:3][CH2:2]1. The yield is 0.930. (5) The reactants are [Cl:1][C:2]1[CH:7]=[CH:6][C:5]([CH2:8][C:9](N)=[O:10])=[CH:4][C:3]=1[N+:12]([O-:14])=[O:13].[CH3:15][OH:16]. No catalyst specified. The product is [CH3:15][O:16][C:9](=[O:10])[CH2:8][C:5]1[CH:6]=[CH:7][C:2]([Cl:1])=[C:3]([N+:12]([O-:14])=[O:13])[CH:4]=1. The yield is 0.890.